From a dataset of hERG potassium channel inhibition data for cardiac toxicity prediction from Karim et al.. Regression/Classification. Given a drug SMILES string, predict its toxicity properties. Task type varies by dataset: regression for continuous values (e.g., LD50, hERG inhibition percentage) or binary classification for toxic/non-toxic outcomes (e.g., AMES mutagenicity, cardiotoxicity, hepatotoxicity). Dataset: herg_karim. The compound is CS(=O)(=O)c1ccc(-c2noc(C3CCN(C(=O)NC4CC4c4ccccc4)CC3)n2)cc1. The result is 1 (blocker).